From a dataset of Forward reaction prediction with 1.9M reactions from USPTO patents (1976-2016). Predict the product of the given reaction. (1) Given the reactants [NH2:1][C:2]1[CH:7]=[C:6]([OH:8])[CH:5]=[CH:4][C:3]=1[S:9]([NH:12][C:13]1[CH:14]=[CH:15][C:16]2[CH2:20][O:19][B:18]([OH:21])[C:17]=2[CH:22]=1)(=[O:11])=[O:10].[Cl-].OC1C=CC(S(=O)(=O)[NH:43][C:44]2C=[CH:46][C:47]3[CH2:51][O:50]B(O)[C:48]=3[CH:53]=2)=C(NC(=O)COC2C=CC=CC=2)C=1, predict the reaction product. The product is: [OH:8][C:6]1[CH:5]=[CH:4][C:3]([S:9](=[O:10])(=[O:11])[NH:12][C:13]2[CH:14]=[CH:15][C:16]3[CH2:20][O:19][B:18]([OH:21])[C:17]=3[CH:22]=2)=[C:2]([NH:1][C:51](=[O:50])[C:47]2[CH:48]=[CH:53][CH:44]=[N:43][CH:46]=2)[CH:7]=1. (2) Given the reactants [F:1][C:2]1[CH:3]=[C:4]([CH2:13][NH2:14])[CH:5]=[CH:6][C:7]=1[O:8][C:9]([F:12])([F:11])[F:10].[CH2:15]([O:17][C:18]1[CH:25]=[CH:24][CH:23]=[C:22]([F:26])[C:19]=1[CH:20]=O)[CH3:16], predict the reaction product. The product is: [CH2:15]([O:17][C:18]1[CH:25]=[CH:24][CH:23]=[C:22]([F:26])[C:19]=1[CH:20]1[N:14]([CH2:13][C:4]2[CH:5]=[CH:6][C:7]([O:8][C:9]([F:11])([F:12])[F:10])=[C:2]([F:1])[CH:3]=2)[C:7](=[O:8])[CH:2]([F:1])[CH2:3]1)[CH3:16]. (3) The product is: [OH:28][CH:27]1[C:26]2[C:25]3[C:20](=[CH:21][CH:22]=[C:23]([O:29][CH3:30])[CH:24]=3)[N:19]=[CH:18][C:17]=2[O:16][CH2:15][CH:14]1[C@H:11]1[CH2:10][CH2:9][C@H:8]([NH:7][C:6]([C:40]2[CH:41]=[CH:42][C:36]3[S:35][CH2:34][C:33](=[O:32])[NH:38][C:37]=3[CH:39]=2)=[O:5])[CH2:13][CH2:12]1. Given the reactants C([O:5][C:6](=O)[NH:7][C@H:8]1[CH2:13][CH2:12][C@H:11]([CH:14]2[CH:27]([OH:28])[C:26]3[C:25]4[C:20](=[CH:21][CH:22]=[C:23]([O:29][CH3:30])[CH:24]=4)[N:19]=[CH:18][C:17]=3[O:16][CH2:15]2)[CH2:10][CH2:9]1)(C)(C)C.[O:32]=[C:33]1[NH:38][C:37]2[CH:39]=[C:40](C(O)=O)[CH:41]=[CH:42][C:36]=2[S:35][CH2:34]1, predict the reaction product. (4) Given the reactants Cl.[CH3:2][NH:3][CH:4]1[CH2:9][CH2:8][CH:7]([O:10][C:11]2[C:22]3[C:21]4[C@@H:20]([CH2:23][O:24][CH2:25][C:26]([NH2:28])=[O:27])[CH2:19][CH2:18][C:17]=4[S:16][C:15]=3[N:14]=[CH:13][N:12]=2)[CH2:6][CH2:5]1.C=O.[BH3-][C:32]#N.[Na+], predict the reaction product. The product is: [CH3:2][N:3]([CH3:32])[CH:4]1[CH2:9][CH2:8][CH:7]([O:10][C:11]2[C:22]3[C:21]4[C@@H:20]([CH2:23][O:24][CH2:25][C:26]([NH2:28])=[O:27])[CH2:19][CH2:18][C:17]=4[S:16][C:15]=3[N:14]=[CH:13][N:12]=2)[CH2:6][CH2:5]1.